This data is from Full USPTO retrosynthesis dataset with 1.9M reactions from patents (1976-2016). The task is: Predict the reactants needed to synthesize the given product. (1) Given the product [CH3:21][O:1][C:2]1[C:14]2[C:13]3[CH:8]=[CH:9][C:10]([C:15]([F:18])([F:17])[F:16])=[CH:11][C:33]=3[N:32]([CH3:31])[C:34]=2[C:5]([C:6]#[N:7])=[CH:4][N:3]=1, predict the reactants needed to synthesize it. The reactants are: [OH:1][C:2]1[C:14]2[C:13]3C=[CH:11][C:10]([C:15]([F:18])([F:17])[F:16])=[CH:9][C:8]=3[NH:7][C:6]=2[C:5](C#N)=[CH:4][N:3]=1.[C:21]([O-])([O-])=O.[K+].[K+].CI.[NH4+].[Cl-].[CH3:31][N:32]([CH:34]=O)[CH3:33]. (2) Given the product [I:39][CH2:11][C:10]([CH3:14])([CH3:13])[CH2:9][O:8][CH2:1][C:2]1[CH:7]=[CH:6][CH:5]=[CH:4][CH:3]=1, predict the reactants needed to synthesize it. The reactants are: [CH2:1]([O:8][CH2:9][C:10]([CH3:14])([CH3:13])[CH2:11]O)[C:2]1[CH:7]=[CH:6][CH:5]=[CH:4][CH:3]=1.N1C=CN=C1.C1(P(C2C=CC=CC=2)C2C=CC=CC=2)C=CC=CC=1.[I:39]I. (3) Given the product [CH2:28]1[C:36]2[C:31](=[CH:32][CH:33]=[CH:34][CH:35]=2)[CH2:30][CH:29]1[NH:5][C:6]1[CH:7]=[C:8]2[C:13](=[CH:14][CH:15]=1)[N:12]=[C:11]([CH3:16])[C:10]([C:17]([O:19][CH2:20][CH3:21])=[O:18])=[C:9]2[C:22]1[CH:23]=[CH:24][CH:25]=[CH:26][CH:27]=1, predict the reactants needed to synthesize it. The reactants are: CC(O)=O.[NH2:5][C:6]1[CH:7]=[C:8]2[C:13](=[CH:14][CH:15]=1)[N:12]=[C:11]([CH3:16])[C:10]([C:17]([O:19][CH2:20][CH3:21])=[O:18])=[C:9]2[C:22]1[CH:27]=[CH:26][CH:25]=[CH:24][CH:23]=1.[CH2:28]1[C:36]2[C:31](=[CH:32][CH:33]=[CH:34][CH:35]=2)[CH2:30][C:29]1=O.[BH-](OC(C)=O)(OC(C)=O)OC(C)=O.[Na+]. (4) Given the product [Cl:13][C:14]1[CH:21]=[C:20]([N:6]2[CH2:7][CH2:8][C@@:4]([OH:12])([CH3:1])[C@@H:5]2[CH2:9][CH3:11])[CH:19]=[CH:18][C:15]=1[C:16]#[N:17], predict the reactants needed to synthesize it. The reactants are: [CH:1]1([C@:4]2([OH:12])[CH2:8][CH2:7][NH:6][C@H:5]2[CH:9]([CH3:11])C)CC1.[Cl:13][C:14]1[CH:21]=[C:20](F)[CH:19]=[CH:18][C:15]=1[C:16]#[N:17].C(=O)([O-])[O-].[Li+].[Li+]. (5) Given the product [NH2:1][C@H:2]([C:10]([OH:12])=[O:11])[CH2:3][C:4]1[C:17]2[C:7](=[CH:15][CH:14]=[CH:13][CH:18]=2)[NH:6][CH:5]=1, predict the reactants needed to synthesize it. The reactants are: [NH2:1][C@H:2]([C:10]([OH:12])=[O:11])[CH2:3][CH2:4][CH2:5][NH:6][C:7](=N)N.[CH:13]1(C(Cl)=O)[CH2:18][CH2:17]C[CH2:15][CH2:14]1. (6) Given the product [N+:14]([C:8]1[CH:9]=[CH:10][CH:11]=[C:12]2[C:7]=1[NH:6][C:5]([C:3]([OH:4])=[O:2])=[CH:13]2)([O-:16])=[O:15], predict the reactants needed to synthesize it. The reactants are: C[O:2][C:3]([C:5]1[NH:6][C:7]2[C:12]([CH:13]=1)=[CH:11][CH:10]=[CH:9][C:8]=2[N+:14]([O-:16])=[O:15])=[O:4].[OH-].[Na+].Cl. (7) The reactants are: [C:1]1([C:7]#[CH:8])[CH:6]=[CH:5][CH:4]=[CH:3][CH:2]=1.Br[C:10]1[CH:15]=[C:14]([CH3:16])[CH:13]=[CH:12][N:11]=1.O. Given the product [CH3:16][C:14]1[CH:13]=[CH:12][N:11]=[C:10]([C:8]#[C:7][C:1]2[CH:6]=[CH:5][CH:4]=[CH:3][CH:2]=2)[CH:15]=1, predict the reactants needed to synthesize it. (8) The reactants are: ClC(Cl)(Cl)[C:3]([C:5]1[N:14]2[C:8]([CH2:9][N:10]([C:19]([C:21]3[CH:26]=[CH:25][C:24]([C:27]4[CH:32]=[CH:31][CH:30]=[CH:29][C:28]=4[CH3:33])=[C:23]([O:34][CH3:35])[CH:22]=3)=[O:20])[C:11]3[CH:18]=[CH:17][CH:16]=[CH:15][C:12]=3[CH2:13]2)=[CH:7][CH:6]=1)=[O:4].[O:38]1[C:43]2[CH:44]=[CH:45][C:46]([CH2:48][NH2:49])=[CH:47][C:42]=2[O:41][CH2:40][CH2:39]1. Given the product [O:38]1[C:43]2[CH:44]=[CH:45][C:46]([CH2:48][NH:49][C:3]([C:5]3[N:14]4[C:8]([CH2:9][N:10]([C:19]([C:21]5[CH:26]=[CH:25][C:24]([C:27]6[CH:32]=[CH:31][CH:30]=[CH:29][C:28]=6[CH3:33])=[C:23]([O:34][CH3:35])[CH:22]=5)=[O:20])[C:11]5[CH:18]=[CH:17][CH:16]=[CH:15][C:12]=5[CH2:13]4)=[CH:7][CH:6]=3)=[O:4])=[CH:47][C:42]=2[O:41][CH2:40][CH2:39]1, predict the reactants needed to synthesize it. (9) Given the product [CH3:1][C:2]1[N:7]=[C:6]2[S:8][CH:9]=[C:10]([C:11]3[CH:12]=[CH:13][CH:14]=[CH:15][CH:16]=3)[C:5]2=[C:4]([C:17]2[CH:22]=[CH:21][C:20]([CH3:23])=[CH:19][CH:18]=2)[C:3]=1[CH:24]([CH2:29][CH2:30][CH3:31])[C:25]([OH:27])=[O:26], predict the reactants needed to synthesize it. The reactants are: [CH3:1][C:2]1[N:7]=[C:6]2[S:8][CH:9]=[C:10]([C:11]3[CH:16]=[CH:15][CH:14]=[CH:13][CH:12]=3)[C:5]2=[C:4]([C:17]2[CH:22]=[CH:21][C:20]([CH3:23])=[CH:19][CH:18]=2)[C:3]=1[CH:24]([CH2:29][CH2:30][CH3:31])[C:25]([O:27]C)=[O:26].[OH-].[Na+]. (10) Given the product [CH2:8]([O:15][CH2:16][C:17](=[O:27])[CH2:18][O:19][CH2:20][C:21]1[CH:26]=[CH:25][CH:24]=[CH:23][CH:22]=1)[C:9]1[CH:10]=[CH:11][CH:12]=[CH:13][CH:14]=1, predict the reactants needed to synthesize it. The reactants are: C(N(CC)CC)C.[CH2:8]([O:15][CH2:16][CH:17]([OH:27])[CH2:18][O:19][CH2:20][C:21]1[CH:26]=[CH:25][CH:24]=[CH:23][CH:22]=1)[C:9]1[CH:14]=[CH:13][CH:12]=[CH:11][CH:10]=1.